From a dataset of Reaction yield outcomes from USPTO patents with 853,638 reactions. Predict the reaction yield, written as a fraction of the theoretical maximum amount of product (1.0 means a 100% yield; for example, 0.34 means a 34% yield). (1) The reactants are [C:1](Cl)([C:14]1[CH:19]=[CH:18][CH:17]=[CH:16][CH:15]=1)([C:8]1[CH:13]=[CH:12][CH:11]=[CH:10][CH:9]=1)[C:2]1[CH:7]=[CH:6][CH:5]=[CH:4][CH:3]=1.C1(C)C=CC=CC=1.C(=O)(O)[O-].[Na+].[OH:33][OH:34]. The catalyst is O. The product is [C:1]([O:33][OH:34])([C:14]1[CH:19]=[CH:18][CH:17]=[CH:16][CH:15]=1)([C:8]1[CH:13]=[CH:12][CH:11]=[CH:10][CH:9]=1)[C:2]1[CH:7]=[CH:6][CH:5]=[CH:4][CH:3]=1. The yield is 0.980. (2) The catalyst is C(OCC)(=O)C. The reactants are [CH3:1][S:2][C:3]1[C:4]([C:8]2[CH:9]=[N:10][CH:11]=[CH:12][CH:13]=2)=[N:5][NH:6][CH:7]=1.C(SSC[C:15]1[CH:20]=[CH:19][CH:18]=[CH:17][CH:16]=1)[C:15]1[CH:20]=[CH:19][CH:18]=[CH:17][CH:16]=1.IC1C(C2C=NC=CC=2)=NNC=1. The yield is 0.330. The product is [CH2:1]([S:2][C:3]1[C:4]([C:8]2[CH:9]=[N:10][CH:11]=[CH:12][CH:13]=2)=[N:5][NH:6][CH:7]=1)[C:15]1[CH:20]=[CH:19][CH:18]=[CH:17][CH:16]=1. (3) The reactants are [F:1][C:2]1[C:3]([CH:18]=[CH2:19])=[C:4]([CH:12]([OH:17])[CH2:13][CH2:14][CH:15]=[CH2:16])[CH:5]=[C:6]2[C:10]=1[N:9]([CH3:11])[CH:8]=[CH:7]2.C[N+]1([O-])CCOCC1. The catalyst is C(Cl)Cl.CCC[N+](CCC)(CCC)CCC.[O-][Ru](=O)(=O)=O. The product is [F:1][C:2]1[C:3]([CH:18]=[CH2:19])=[C:4]([C:12](=[O:17])[CH2:13][CH2:14][CH:15]=[CH2:16])[CH:5]=[C:6]2[C:10]=1[N:9]([CH3:11])[CH:8]=[CH:7]2. The yield is 0.830.